Dataset: Full USPTO retrosynthesis dataset with 1.9M reactions from patents (1976-2016). Task: Predict the reactants needed to synthesize the given product. (1) Given the product [F:23][C:21]1[CH:22]=[C:17]([CH:16]2[NH:35][C:33]([O:32][CH3:31])=[N:34][C:1]([CH2:2][CH3:3])=[C:5]2[C:6]([O:8][CH2:9][C:10]2[CH:11]=[CH:12][CH:13]=[CH:14][CH:15]=2)=[O:7])[CH:18]=[CH:19][C:20]=1[F:24], predict the reactants needed to synthesize it. The reactants are: [C:1]([C:5](=[CH:16][C:17]1[CH:22]=[C:21]([F:23])[C:20]([F:24])=[C:19](F)[CH:18]=1)[C:6]([O:8][CH2:9][C:10]1[CH:15]=[CH:14][CH:13]=[CH:12][CH:11]=1)=[O:7])(=O)[CH2:2][CH3:3].S(O)(O)(=O)=O.[CH3:31][O:32][C:33](=[NH:35])[NH2:34].C([O-])(O)=O.[Na+]. (2) Given the product [NH2:33][CH2:34][CH2:35][O:24][C:19]1[CH:20]=[C:21]2[C:16](=[CH:17][CH:18]=1)[N:15]=[CH:14][N:13]([C:8]1[CH:7]=[C:6]([CH:11]=[CH:10][C:9]=1[CH3:12])[C:5]([NH:4][CH:1]1[CH2:3][CH2:2]1)=[O:25])[C:22]2=[O:23], predict the reactants needed to synthesize it. The reactants are: [CH:1]1([NH:4][C:5](=[O:25])[C:6]2[CH:11]=[CH:10][C:9]([CH3:12])=[C:8]([N:13]3[C:22](=[O:23])[C:21]4[C:16](=[CH:17][CH:18]=[C:19]([OH:24])[CH:20]=4)[N:15]=[CH:14]3)[CH:7]=2)[CH2:3][CH2:2]1.C(OC([NH:33][CH2:34][CH2:35]Br)=O)(C)(C)C.C(=O)([O-])[O-].[K+].[K+].[I-].[K+]. (3) The reactants are: S(Cl)(Cl)=O.[I:5][C:6]1[CH:14]=[CH:13][C:9]([C:10]([OH:12])=[O:11])=[CH:8][C:7]=1[OH:15].[CH3:16]O. Given the product [CH3:16][O:11][C:10](=[O:12])[C:9]1[CH:13]=[CH:14][C:6]([I:5])=[C:7]([OH:15])[CH:8]=1, predict the reactants needed to synthesize it. (4) Given the product [NH:13]1[C:12]2[CH:11]=[CH:10][CH:9]=[CH:8][C:16]=2[N:15]=[N:14]1, predict the reactants needed to synthesize it. The reactants are: OC1C=CC=CC=1[C:8]1[C:16]2[N:15]=[N:14][NH:13][C:12]=2[CH:11]=[CH:10][CH:9]=1.OC1C=CC(C)=CC=1C1C2N=NNC=2C=CC=1.OC1C(C(C)(C)C)=CC(C)=CC=1C1C2N=NNC=2C=CC=1Cl. (5) Given the product [OH:16][CH:12]1[CH2:11][CH2:10][C:9]2[N:8]=[CH:7][C:6]([N+:3]([O-:5])=[O:4])=[CH:15][C:14]=2[CH2:13]1, predict the reactants needed to synthesize it. The reactants are: [BH4-].[Na+].[N+:3]([C:6]1[CH:7]=[N:8][C:9]2[CH2:10][CH2:11][C:12](=[O:16])[CH2:13][C:14]=2[CH:15]=1)([O-:5])=[O:4]. (6) Given the product [CH2:1]([N:8]1[C:17](=[O:18])[C:16]2[C:11](=[CH:12][C:13]([Cl:19])=[CH:14][CH:15]=2)[N:10]=[C:9]1[CH:20]([N:32]1[CH:36]=[CH:35][N:34]=[CH:33]1)[CH:21]([CH3:23])[CH3:22])[C:2]1[CH:7]=[CH:6][CH:5]=[CH:4][CH:3]=1, predict the reactants needed to synthesize it. The reactants are: [CH2:1]([N:8]1[C:17](=[O:18])[C:16]2[C:11](=[CH:12][C:13]([Cl:19])=[CH:14][CH:15]=2)[N:10]=[C:9]1[CH:20](Br)[CH:21]([CH3:23])[CH3:22])[C:2]1[CH:7]=[CH:6][CH:5]=[CH:4][CH:3]=1.C(N(CC)CC)C.[NH:32]1[CH:36]=[CH:35][N:34]=[CH:33]1. (7) The reactants are: [Cl:1][C:2]1[C:7]([O:8][CH3:9])=[CH:6][C:5]([O:10][CH3:11])=[CH:4][C:3]=1[C:12]1[C:24](=[O:25])[N:23]([CH2:26][CH2:27][C:28]2[CH:29]=[C:30]([NH:34][C:35](=[O:41])[O:36][C:37]([CH3:40])([CH3:39])[CH3:38])[CH:31]=[CH:32][CH:33]=2)[C:15]2[N:16]=[C:17](S(C)=O)[N:18]=[CH:19][C:14]=2[CH:13]=1.C[CH2:43][N:44](C(C)C)C(C)C.CN.Cl.O. Given the product [Cl:1][C:2]1[C:7]([O:8][CH3:9])=[CH:6][C:5]([O:10][CH3:11])=[CH:4][C:3]=1[C:12]1[C:24](=[O:25])[N:23]([CH2:26][CH2:27][C:28]2[CH:29]=[C:30]([NH:34][C:35](=[O:41])[O:36][C:37]([CH3:40])([CH3:39])[CH3:38])[CH:31]=[CH:32][CH:33]=2)[C:15]2[N:16]=[C:17]([NH:44][CH3:43])[N:18]=[CH:19][C:14]=2[CH:13]=1, predict the reactants needed to synthesize it. (8) Given the product [N:1]1[C:10]2[C:5](=[CH:6][CH:7]=[CH:8][CH:9]=2)[CH:4]=[CH:3][C:2]=1[CH2:11][CH2:12][C:13]([O:15][CH3:16])=[O:14], predict the reactants needed to synthesize it. The reactants are: [N:1]1[C:10]2[C:5](=[CH:6][CH:7]=[CH:8][CH:9]=2)[CH:4]=[CH:3][C:2]=1/[CH:11]=[CH:12]/[C:13]([OH:15])=[O:14].[CH3:16]O. (9) Given the product [N:1]1([C:6]2[CH:22]=[CH:21][C:9]([CH2:10][N:11]3[C:19]4[C:14](=[N:15][CH:16]=[CH:17][CH:18]=4)[C:13]([C:31]([NH:30][CH:27]4[CH2:28][CH2:29][C:24]([F:23])([F:51])[CH2:25][CH2:26]4)=[O:32])=[CH:12]3)=[CH:8][CH:7]=2)[CH:5]=[CH:4][CH:3]=[N:2]1, predict the reactants needed to synthesize it. The reactants are: [N:1]1([C:6]2[CH:22]=[CH:21][C:9]([CH2:10][N:11]3[C:19]4[C:14](=[N:15][CH:16]=[CH:17][CH:18]=4)[C:13](I)=[CH:12]3)=[CH:8][CH:7]=2)[CH:5]=[CH:4][CH:3]=[N:2]1.[F:23][C:24]1([F:51])[CH2:29][CH2:28][C@@H:27]([NH:30][C:31](C2C3=NC=CC=C3N(CC3C=CC(F)=CC=3)C=2)=[O:32])[C@H:26](O)[CH2:25]1.FC1C=CC(CN2C3C(=NC=CC=3)C(I)=C2)=CC=1.Cl.FC1(F)CCC(N)CC1.C(=O)([O-])[O-].[Na+].[Na+]. (10) Given the product [CH2:45]([C:26]1([S:28]([C:31]2[CH:36]=[CH:35][CH:34]=[CH:33][CH:32]=2)(=[O:30])=[O:29])[C:25]2[CH:37]=[C:38]([C:41]([O:43][CH3:44])=[O:42])[CH:39]=[CH:40][C:24]=2[O:23][CH2:22][C:21](=[CH2:20])[CH2:27]1)[C:46]1[CH:51]=[CH:50][CH:49]=[CH:48][CH:47]=1, predict the reactants needed to synthesize it. The reactants are: CN1CCCN(C)C1=O.C[Si]([N-][Si](C)(C)C)(C)C.[Li+].[CH2:20]=[C:21]1[CH2:27][CH:26]([S:28]([C:31]2[CH:36]=[CH:35][CH:34]=[CH:33][CH:32]=2)(=[O:30])=[O:29])[C:25]2[CH:37]=[C:38]([C:41]([O:43][CH3:44])=[O:42])[CH:39]=[CH:40][C:24]=2[O:23][CH2:22]1.[CH2:45](Br)[C:46]1[CH:51]=[CH:50][CH:49]=[CH:48][CH:47]=1.Cl.